This data is from Reaction yield outcomes from USPTO patents with 853,638 reactions. The task is: Predict the reaction yield, written as a fraction of the theoretical maximum amount of product (1.0 means a 100% yield; for example, 0.34 means a 34% yield). (1) The reactants are [CH3:1][O:2][C:3](=[O:21])[C:4]1[CH:9]=[CH:8][C:7]([C:10]#[N:11])=[C:6](B2OC(C)(C)C(C)(C)O2)[CH:5]=1.Br[C:23]1[C:32]2[C:27](=[CH:28][CH:29]=[CH:30][CH:31]=2)[CH:26]=[N:25][CH:24]=1.COC1C=CC=C(OC)C=1C1C=CC=CC=1P(C1CCCCC1)C1CCCCC1.[O-]P([O-])([O-])=O.[K+].[K+].[K+]. The catalyst is O.C1C=CC(/C=C/C(/C=C/C2C=CC=CC=2)=O)=CC=1.C1C=CC(/C=C/C(/C=C/C2C=CC=CC=2)=O)=CC=1.C1C=CC(/C=C/C(/C=C/C2C=CC=CC=2)=O)=CC=1.[Pd].[Pd].O1CCOCC1. The product is [CH3:1][O:2][C:3](=[O:21])[C:4]1[CH:9]=[CH:8][C:7]([C:10]#[N:11])=[C:6]([C:23]2[C:32]3[C:27](=[CH:28][CH:29]=[CH:30][CH:31]=3)[CH:26]=[N:25][CH:24]=2)[CH:5]=1. The yield is 0.600. (2) The reactants are Br[CH:2]([C:4]1[CH:5]=[C:6]2[C:11](=[CH:12][CH:13]=1)[N:10]=[CH:9][CH:8]=[N:7]2)[CH3:3].C(N(C(C)C)CC)(C)C.[C:23]([C:27]1[CH:32]=[CH:31][C:30]([C:33]2[NH:37][C:36]3[CH:38]=[CH:39][CH:40]=[C:41]([N:42]4[CH2:47][CH2:46][NH:45][CH2:44][CH2:43]4)[C:35]=3[N:34]=2)=[CH:29][CH:28]=1)([CH3:26])([CH3:25])[CH3:24]. The catalyst is CN1CCCC1=O.C(OCC)(=O)C. The product is [C:23]([C:27]1[CH:28]=[CH:29][C:30]([C:33]2[NH:37][C:36]3[CH:38]=[CH:39][CH:40]=[C:41]([N:42]4[CH2:47][CH2:46][N:45]([CH:2]([C:4]5[CH:5]=[C:6]6[C:11](=[CH:12][CH:13]=5)[N:10]=[CH:9][CH:8]=[N:7]6)[CH3:3])[CH2:44][CH2:43]4)[C:35]=3[N:34]=2)=[CH:31][CH:32]=1)([CH3:26])([CH3:24])[CH3:25]. The yield is 0.920. (3) The reactants are [F:1][C:2]1[C:10]([F:11])=[CH:9][C:8]([I:12])=[CH:7][C:3]=1[C:4](O)=[O:5].[CH:13]([N:16](C(C)C)[CH2:17]C)(C)C.CC(C)(C)C(Cl)=O.CNC. The catalyst is ClCCl. The product is [F:1][C:2]1[C:10]([F:11])=[CH:9][C:8]([I:12])=[CH:7][C:3]=1[C:4]([N:16]([CH3:17])[CH3:13])=[O:5]. The yield is 0.910. (4) The reactants are Cl.[C:2]([O:18][CH3:19])(=[O:17])/[CH:3]=[CH:4]/[C:5]([O:7][CH2:8][C:9](=[O:16])[N:10]1[CH2:15][CH2:14][NH:13][CH2:12][CH2:11]1)=[O:6].[C:20](Cl)(=[O:22])[CH3:21].C(N(C(C)C)CC)(C)C. The catalyst is ClCCl. The product is [C:5]([O:7][CH2:8][C:9]([N:10]1[CH2:15][CH2:14][N:13]([C:20](=[O:22])[CH3:21])[CH2:12][CH2:11]1)=[O:16])(=[O:6])/[CH:4]=[CH:3]/[C:2]([O:18][CH3:19])=[O:17]. The yield is 0.540. (5) The reactants are Cl[C:2]1[CH:3]=[CH:4][N:5]2[C:10]([C:11]=1[CH3:12])=[C:9]([CH:13]1[CH2:15][CH2:14]1)[CH:8]=[C:7]([C:16]([O:18][CH3:19])=[O:17])[C:6]2=[O:20].CC1(C)C(C)(C)OB([C:29]2[CH:35]=[CH:34][C:32]([NH2:33])=[CH:31][CH:30]=2)O1. No catalyst specified. The product is [NH2:33][C:32]1[CH:34]=[CH:35][C:29]([C:2]2[CH:3]=[CH:4][N:5]3[C:10]([C:11]=2[CH3:12])=[C:9]([CH:13]2[CH2:15][CH2:14]2)[CH:8]=[C:7]([C:16]([O:18][CH3:19])=[O:17])[C:6]3=[O:20])=[CH:30][CH:31]=1. The yield is 0.140. (6) The reactants are [Cl:1][C:2]1[CH:7]=[C:6]([N:8]2[CH2:13][CH2:12][CH:11]([NH:14]C(=O)OC(C)(C)C)[CH2:10][CH2:9]2)[CH:5]=[CH:4][N:3]=1.[ClH:22]. The catalyst is ClCCl. The product is [ClH:1].[ClH:22].[Cl:1][C:2]1[CH:7]=[C:6]([N:8]2[CH2:13][CH2:12][CH:11]([NH2:14])[CH2:10][CH2:9]2)[CH:5]=[CH:4][N:3]=1. The yield is 0.990. (7) The reactants are [CH2:1]([O:3][C:4]([C:6]1[C:15](=[O:16])[N:14]2[C:9]([C:10]([CH3:19])=[C:11](Cl)[C:12]([F:17])=[CH:13]2)=[C:8]([CH:20]2[CH2:22][CH2:21]2)[CH:7]=1)=[O:5])[CH3:2].[C:23]([O:27][C:28]([N:30]1[CH2:35][CH2:34][N:33]([CH2:36][CH:37]2[CH2:41][CH2:40][NH:39][CH2:38]2)[CH2:32][CH2:31]1)=[O:29])([CH3:26])([CH3:25])[CH3:24].C([O-])(O)=O.[Na+]. The catalyst is C(#N)C. The product is [CH2:1]([O:3][C:4]([C:6]1[C:15](=[O:16])[N:14]2[C:9]([C:10]([CH3:19])=[C:11]([N:39]3[CH2:40][CH2:41][CH:37]([CH2:36][N:33]4[CH2:34][CH2:35][N:30]([C:28]([O:27][C:23]([CH3:26])([CH3:25])[CH3:24])=[O:29])[CH2:31][CH2:32]4)[CH2:38]3)[C:12]([F:17])=[CH:13]2)=[C:8]([CH:20]2[CH2:22][CH2:21]2)[CH:7]=1)=[O:5])[CH3:2]. The yield is 0.640. (8) The yield is 0.950. The product is [CH2:15]([S:16][C:2]1[CH:3]=[N:4][CH:5]=[C:6]([CH3:8])[CH:7]=1)[C:9]1[CH:14]=[CH:13][CH:12]=[CH:11][CH:10]=1. The catalyst is C1(C)C=CC=CC=1.C1C=CC(/C=C/C(/C=C/C2C=CC=CC=2)=O)=CC=1.C1C=CC(/C=C/C(/C=C/C2C=CC=CC=2)=O)=CC=1.C1C=CC(/C=C/C(/C=C/C2C=CC=CC=2)=O)=CC=1.[Pd].[Pd].C1(P(C2C=CC=CC=2)C2C3OC4C(=CC=CC=4P(C4C=CC=CC=4)C4C=CC=CC=4)C(C)(C)C=3C=CC=2)C=CC=CC=1. The reactants are Br[C:2]1[CH:3]=[N:4][CH:5]=[C:6]([CH3:8])[CH:7]=1.[C:9]1([CH2:15][SH:16])[CH:14]=[CH:13][CH:12]=[CH:11][CH:10]=1.C(N(CC)C(C)C)(C)C. (9) The reactants are [CH3:1][O:2][C:3]1[CH:4]=[C:5]2[C:10](=[CH:11][C:12]=1[O:13][CH3:14])[N:9]=[CH:8][CH:7]=[C:6]2[O:15][C:16]1[C:22]([CH3:23])=[CH:21][C:19]([NH2:20])=[C:18]([CH3:24])[CH:17]=1.C1(C)C=CC=CC=1.C(N(CC)CC)C.Cl[C:40](Cl)([O:42][C:43](=[O:49])OC(Cl)(Cl)Cl)Cl.[F:51][C:52]([F:62])([F:61])[C:53]1[CH:60]=[CH:59][C:56](CO)=[CH:55][CH:54]=1. The catalyst is C(Cl)Cl. The product is [CH3:1][O:2][C:3]1[CH:4]=[C:5]2[C:10](=[CH:11][C:12]=1[O:13][CH3:14])[N:9]=[CH:8][CH:7]=[C:6]2[O:15][C:16]1[C:22]([CH3:23])=[CH:21][C:19]([NH:20][C:43](=[O:49])[O:42][CH2:40][C:56]2[CH:59]=[CH:60][C:53]([C:52]([F:62])([F:61])[F:51])=[CH:54][CH:55]=2)=[C:18]([CH3:24])[CH:17]=1. The yield is 0.480.